This data is from Catalyst prediction with 721,799 reactions and 888 catalyst types from USPTO. The task is: Predict which catalyst facilitates the given reaction. (1) Reactant: C(OC([NH:8][C@H:9]([C:26]([O:28][CH3:29])=[O:27])[CH2:10][C:11]1[CH:16]=[CH:15][C:14]([N:17]2[C:22](=[O:23])[CH:21]=[CH:20][N:19]([CH3:24])[C:18]2=[O:25])=[CH:13][CH:12]=1)=O)(C)(C)C. Product: [CH3:24][N:19]1[CH:20]=[CH:21][C:22](=[O:23])[N:17]([C:14]2[CH:13]=[CH:12][C:11]([CH2:10][C@@H:9]([C:26]([O:28][CH3:29])=[O:27])[NH2:8])=[CH:16][CH:15]=2)[C:18]1=[O:25]. The catalyst class is: 601. (2) Reactant: [CH3:1][N:2]1[CH2:7][CH2:6][N:5]([C:8]2[CH:13]=[CH:12][C:11]([NH:14][C:15]3[C:16]4[N:17]([CH:30]=[CH:31][N:32]=4)[C:18]([C:21]4[CH:26]=[CH:25][N:24]=[C:23]([O:27]CC)[CH:22]=4)=[CH:19][N:20]=3)=[CH:10][CH:9]=2)[CH2:4][CH2:3]1.Cl.[NH+]1C=CC=CC=1. Product: [CH3:1][N:2]1[CH2:7][CH2:6][N:5]([C:8]2[CH:9]=[CH:10][C:11]([NH:14][C:15]3[C:16]4[N:17]([CH:30]=[CH:31][N:32]=4)[C:18]([C:21]4[CH:26]=[CH:25][NH:24][C:23](=[O:27])[CH:22]=4)=[CH:19][N:20]=3)=[CH:12][CH:13]=2)[CH2:4][CH2:3]1. The catalyst class is: 6. (3) Reactant: C(O[CH:4]1[CH2:8][CH:7]2[C:9](=[O:13])[CH2:10][CH2:11]C[CH:6]2[O:5]1)C.C1(P(C2C=CC=CC=2)C2C=CC=CC=2)C=CC=CC=1.CC[O:35]C(/N=N/C(OCC)=O)=O.C1(P([N:59]=[N+:60]=[N-:61])(C2C=CC=CC=2)=O)C=CC=CC=1. Product: [N:59]([C@@H:8]1[C@@H:7]2[C@@H:6]([O:35][CH2:11][CH2:10][C@@H:9]2[OH:13])[O:5][CH2:4]1)=[N+:60]=[N-:61]. The catalyst class is: 1. (4) Product: [NH2:23][C:24]1[C:29]2=[C:30]([C:42]3[CH:43]=[CH:44][C:45]([NH:48][C:49]([NH:51][C:52]4[CH:57]=[C:56]([C:58]([F:60])([F:61])[F:59])[CH:55]=[CH:54][N:53]=4)=[O:50])=[CH:46][CH:47]=3)[C:31]([CH:40]=[O:41])=[C:32]([CH2:33][N:34]3[CH2:39][CH2:38][O:37][CH2:36][CH2:35]3)[N:28]2[N:27]=[CH:26][N:25]=1. The catalyst class is: 197. Reactant: CC(OI1(OC(C)=O)(OC(C)=O)OC(=O)C2C=CC=CC1=2)=O.[NH2:23][C:24]1[C:29]2=[C:30]([C:42]3[CH:47]=[CH:46][C:45]([NH:48][C:49]([NH:51][C:52]4[CH:57]=[C:56]([C:58]([F:61])([F:60])[F:59])[CH:55]=[CH:54][N:53]=4)=[O:50])=[CH:44][CH:43]=3)[C:31]([CH2:40][OH:41])=[C:32]([CH2:33][N:34]3[CH2:39][CH2:38][O:37][CH2:36][CH2:35]3)[N:28]2[N:27]=[CH:26][N:25]=1. (5) Reactant: [N:1]1[CH:6]=[CH:5][CH:4]=[CH:3][C:2]=1[CH3:7].[Li]C.[Br-:10].[Mg+2:11].[Br-]. Product: [Br:10][Mg:11][CH2:7][C:2]1[CH:3]=[CH:4][CH:5]=[CH:6][N:1]=1. The catalyst class is: 1. (6) Reactant: [F:1][C@H:2]1[CH2:7][CH2:6][N:5]([C:8]2[CH:13]=[CH:12][N:11]=[CH:10][C:9]=2[N+:14]([O-])=O)[CH2:4][C@@H:3]1[NH:17][C:18](=[O:24])[O:19][C:20]([CH3:23])([CH3:22])[CH3:21]. Product: [NH2:14][C:9]1[CH:10]=[N:11][CH:12]=[CH:13][C:8]=1[N:5]1[CH2:6][CH2:7][C@@H:2]([F:1])[C@H:3]([NH:17][C:18](=[O:24])[O:19][C:20]([CH3:22])([CH3:21])[CH3:23])[CH2:4]1. The catalyst class is: 162.